Dataset: Forward reaction prediction with 1.9M reactions from USPTO patents (1976-2016). Task: Predict the product of the given reaction. (1) The product is: [Cl:1][C:2]1[CH:7]=[C:6]([Cl:8])[CH:5]=[CH:4][C:3]=1[NH:9][C:10]1[N:11]=[CH:12][C:13]([CH2:14][OH:15])=[C:17]([C:19]([F:22])([F:20])[F:21])[CH:18]=1. Given the reactants [Cl:1][C:2]1[CH:7]=[C:6]([Cl:8])[CH:5]=[CH:4][C:3]=1[NH:9][C:10]1[CH:18]=[C:17]([C:19]([F:22])([F:21])[F:20])[C:13]([C:14](O)=[O:15])=[CH:12][N:11]=1.CN1CCOCC1.ClC(OCC(C)C)=O, predict the reaction product. (2) Given the reactants [CH3:1][CH2:2][C@H:3]([C@H:11]([CH2:13][N:14]([CH3:16])[CH3:15])[CH3:12])[C:4]1[CH:5]=[CH:6][CH:7]=[C:8]([OH:10])[CH:9]=1.CC(=O)CC.C[Si](C)(C)[Cl:24], predict the reaction product. The product is: [CH3:1][CH2:2][C@H:3]([C@H:11]([CH2:13][N:14]([CH3:16])[CH3:15])[CH3:12])[C:4]1[CH:5]=[CH:6][CH:7]=[C:8]([OH:10])[CH:9]=1.[ClH:24].